Dataset: Catalyst prediction with 721,799 reactions and 888 catalyst types from USPTO. Task: Predict which catalyst facilitates the given reaction. Reactant: [Cl:1][C:2]1[CH:3]=[C:4]([C:8]2[CH:13]=[C:12]([NH:14][C:15]3[CH:20]=[CH:19][C:18]([CH2:21][C:22](OCC)=[O:23])=[CH:17][CH:16]=3)[CH:11]=[C:10]([CH:27]3[CH2:29][CH2:28]3)[N:9]=2)[CH:5]=[CH:6][CH:7]=1. Product: [Cl:1][C:2]1[CH:3]=[C:4]([C:8]2[CH:13]=[C:12]([NH:14][C:15]3[CH:20]=[CH:19][C:18]([CH2:21][CH2:22][OH:23])=[CH:17][CH:16]=3)[CH:11]=[C:10]([CH:27]3[CH2:29][CH2:28]3)[N:9]=2)[CH:5]=[CH:6][CH:7]=1. The catalyst class is: 1.